From a dataset of Forward reaction prediction with 1.9M reactions from USPTO patents (1976-2016). Predict the product of the given reaction. (1) Given the reactants [F:1][C:2]1[CH:3]=[N:4][CH:5]=[C:6]([CH:9]=1)[CH:7]=[O:8].B(F)(F)F.CCOCC.[CH:19]([O:22][C:23]1[CH:40]=[CH:39][C:26]([C:27]([N:29]2[CH2:34][CH2:33][C:32](=[CH:35][C:36](=[O:38])[CH3:37])[CH2:31][CH2:30]2)=[O:28])=[CH:25][C:24]=1[CH3:41])([CH3:21])[CH3:20], predict the reaction product. The product is: [F:1][C:2]1[CH:9]=[C:6]([CH:7]([OH:8])[CH2:37][C:36](=[O:38])[CH:35]=[C:32]2[CH2:33][CH2:34][N:29]([C:27](=[O:28])[C:26]3[CH:39]=[CH:40][C:23]([O:22][CH:19]([CH3:21])[CH3:20])=[C:24]([CH3:41])[CH:25]=3)[CH2:30][CH2:31]2)[CH:5]=[N:4][CH:3]=1. (2) Given the reactants [NH2:1][C:2]1[CH:24]=[CH:23][C:22]([C:25]([F:28])([F:27])[F:26])=[CH:21][C:3]=1[CH2:4][NH:5][CH2:6][C:7]1[CH:12]=[C:11]([C:13]([F:16])([F:15])[F:14])[CH:10]=[C:9]([C:17]([F:20])([F:19])[F:18])[CH:8]=1.[C:29](OC(=O)C)(=[O:31])[CH3:30].C(N(CC)CC)C, predict the reaction product. The product is: [NH2:1][C:2]1[CH:24]=[CH:23][C:22]([C:25]([F:26])([F:27])[F:28])=[CH:21][C:3]=1[CH2:4][N:5]([CH2:6][C:7]1[CH:12]=[C:11]([C:13]([F:14])([F:15])[F:16])[CH:10]=[C:9]([C:17]([F:18])([F:19])[F:20])[CH:8]=1)[C:29](=[O:31])[CH3:30]. (3) Given the reactants Br[C:2]1[C:3]([CH3:19])=[N:4][C:5]2[N:6]([N:9]=[C:10]([C:12]3[CH:17]=[CH:16][CH:15]=[C:14]([Cl:18])[CH:13]=3)[CH:11]=2)[C:7]=1Cl.[C:20]1([CH3:28])[CH:25]=[CH:24][C:23]([Mg]Br)=[CH:22][CH:21]=1.C1COCC1.[Li+].[Cl-].C1COCC1.Cl[C:42](=[O:47])[C:43]([O:45][CH3:46])=[O:44], predict the reaction product. The product is: [Cl:18][C:14]1[CH:13]=[C:12]([C:10]2[CH:11]=[C:5]3[N:4]=[C:3]([CH3:19])[C:2]([C:42](=[O:47])[C:43]([O:45][CH3:46])=[O:44])=[C:7]([C:23]4[CH:24]=[CH:25][C:20]([CH3:28])=[CH:21][CH:22]=4)[N:6]3[N:9]=2)[CH:17]=[CH:16][CH:15]=1. (4) Given the reactants C(OC([NH:8][CH2:9][C:10]1[CH:15]=[CH:14][C:13]([CH2:16][C:17](=[O:23])[N:18]2[CH2:22][CH2:21][CH2:20][CH2:19]2)=[CH:12][CH:11]=1)=O)(C)(C)C.Cl.O1CCOCC1, predict the reaction product. The product is: [O:23]=[C:17]([N:18]1[CH2:22][CH2:21][CH2:20][CH2:19]1)[CH2:16][C:13]1[CH:14]=[CH:15][C:10]([CH2:9][NH2:8])=[CH:11][CH:12]=1. (5) Given the reactants [Cl-].[Al+3].[Cl-].[Cl-].[Cl:5][CH2:6][C:7](Cl)=[O:8].[F:10][C:11]1[CH:21]=[CH:20][C:14]2[NH:15][C:16](=[O:19])[CH2:17][O:18][C:13]=2[CH:12]=1.[Cl-].[NH4+], predict the reaction product. The product is: [Cl:5][CH2:6][C:7]([C:21]1[C:11]([F:10])=[CH:12][C:13]2[O:18][CH2:17][C:16](=[O:19])[NH:15][C:14]=2[CH:20]=1)=[O:8].